Task: Regression. Given a peptide amino acid sequence and an MHC pseudo amino acid sequence, predict their binding affinity value. This is MHC class II binding data.. Dataset: Peptide-MHC class II binding affinity with 134,281 pairs from IEDB (1) The binding affinity (normalized) is 0.0954. The peptide sequence is EHGSDEWVAMTKGEG. The MHC is HLA-DQA10102-DQB10602 with pseudo-sequence HLA-DQA10102-DQB10602. (2) The peptide sequence is ALKGFLSYAGCESDE. The MHC is DRB1_0101 with pseudo-sequence DRB1_0101. The binding affinity (normalized) is 0.461.